This data is from Reaction yield outcomes from USPTO patents with 853,638 reactions. The task is: Predict the reaction yield, written as a fraction of the theoretical maximum amount of product (1.0 means a 100% yield; for example, 0.34 means a 34% yield). (1) The reactants are [CH3:1][C:2]1[N:3]=[C:4]([NH:10][C:11](=[O:28])[CH2:12][C:13]2[CH:21]=[CH:20][CH:19]=[C:18]3[C:14]=2[CH:15]=[N:16][N:17]3[CH:22]2[CH2:27][CH2:26][CH2:25][CH2:24][O:23]2)[S:5][C:6]=1[C:7](O)=[O:8].CN(C(ON1N=NC2C=CC=CC1=2)=[N+](C)C)C.F[P-](F)(F)(F)(F)F.C1C=CC2N(O)N=NC=2C=1.[CH3:63][C:64]([O:67][C:68]([NH:70][CH2:71][C@H:72]([NH2:77])[C:73]([O:75][CH3:76])=[O:74])=[O:69])([CH3:66])[CH3:65].Cl.C(N(CC)CC)C. The catalyst is CN(C=O)C. The product is [CH3:76][O:75][C:73](=[O:74])[C@@H:72]([NH:77][C:7]([C:6]1[S:5][C:4]([NH:10][C:11](=[O:28])[CH2:12][C:13]2[CH:21]=[CH:20][CH:19]=[C:18]3[C:14]=2[CH:15]=[N:16][N:17]3[CH:22]2[CH2:27][CH2:26][CH2:25][CH2:24][O:23]2)=[N:3][C:2]=1[CH3:1])=[O:8])[CH2:71][NH:70][C:68]([O:67][C:64]([CH3:63])([CH3:66])[CH3:65])=[O:69]. The yield is 0.680. (2) The reactants are [CH:1]1([N:4]2[C:13]3[C:8](=[CH:9][C:10]([F:15])=[C:11]([F:14])[CH:12]=3)[C:7](=[O:16])[C:6]([C:17]([O:19][CH2:20][CH3:21])=[O:18])=[C:5]2S(C)(=O)=O)[CH2:3][CH2:2]1.[NH:26]1[CH2:31][CH2:30][O:29][CH2:28][CH2:27]1.C(N(CC)C(C)C)(C)C.CCOCC.[Mg+2].[Br-].[Br-]. The catalyst is O1CCCC1.C(OCC)(=O)C. The product is [CH:1]1([N:4]2[C:13]3[C:8](=[CH:9][C:10]([F:15])=[C:11]([F:14])[CH:12]=3)[C:7](=[O:16])[C:6]([C:17]([O:19][CH2:20][CH3:21])=[O:18])=[C:5]2[N:26]2[CH2:31][CH2:30][O:29][CH2:28][CH2:27]2)[CH2:3][CH2:2]1. The yield is 0.620. (3) The reactants are [C:1]([O:4][C:5]1[CH:13]=[CH:12][C:11]([Cl:14])=[CH:10][C:6]=1[C:7]([OH:9])=O)(=[O:3])[CH3:2].[NH2:15][C:16]1[CH:17]=[C:18]([N:22]2[C:26]([C:27]([F:30])([F:29])[F:28])=[CH:25][C:24]([C:31]([F:34])([F:33])[F:32])=[N:23]2)[CH:19]=[CH:20][CH:21]=1. No catalyst specified. The product is [C:1]([O:4][C:5]1[CH:13]=[CH:12][C:11]([Cl:14])=[CH:10][C:6]=1[C:7]([NH:15][C:16]1[CH:21]=[CH:20][CH:19]=[C:18]([N:22]2[C:26]([C:27]([F:28])([F:29])[F:30])=[CH:25][C:24]([C:31]([F:34])([F:33])[F:32])=[N:23]2)[CH:17]=1)=[O:9])(=[O:3])[CH3:2]. The yield is 0.844. (4) The reactants are [OH-].[K+].[CH:3]([C:6]1[CH:11]=[CH:10][CH:9]=[CH:8][C:7]=1[OH:12])([CH3:5])[CH3:4].IC.[CH2:15](N(CC)CC)C. The catalyst is S([O-])(O)(=O)=O.C([N+](CCCC)(CCCC)CCCC)CCC.C1CCCCC1.C(Cl)Cl.O. The product is [CH:3]([C:6]1[CH:11]=[CH:10][CH:9]=[CH:8][C:7]=1[O:12][CH3:15])([CH3:5])[CH3:4]. The yield is 0.940. (5) The yield is 0.382. The catalyst is C(#N)C. The reactants are [CH3:1][O:2][C:3](=[O:11])[C:4]1[CH:9]=[CH:8][C:7]([NH2:10])=[N:6][CH:5]=1.[Cl:12][C:13]1[CH:14]=[N:15][CH:16]=[CH:17][C:18]=1[CH:19]=O.C([SiH](CC)CC)C.FC(F)(F)C(O)=O. The product is [CH3:1][O:2][C:3](=[O:11])[C:4]1[CH:9]=[CH:8][C:7]([NH:10][CH2:19][C:18]2[CH:17]=[CH:16][N:15]=[CH:14][C:13]=2[Cl:12])=[N:6][CH:5]=1. (6) The product is [N:22]1([CH2:21][CH2:20][CH2:19][O:18][C:14]2[CH:13]=[C:12]3[C:17]([C@H:8]([C:4]4[CH:5]=[CH:6][CH:7]=[C:2]([C:36]#[C:35][Si:32]([CH3:34])([CH3:33])[CH3:31])[CH:3]=4)[CH2:9][N:10]4[CH2:30][CH2:29][CH2:28][C@H:11]43)=[CH:16][CH:15]=2)[CH2:27][CH2:26][CH2:25][CH2:24][CH2:23]1. The yield is 0.470. The catalyst is Cl[Pd](Cl)([P](C1C=CC=CC=1)(C1C=CC=CC=1)C1C=CC=CC=1)[P](C1C=CC=CC=1)(C1C=CC=CC=1)C1C=CC=CC=1.[Cu]I.CN(C=O)C. The reactants are I[C:2]1[CH:3]=[C:4]([C@H:8]2[C:17]3[C:12](=[CH:13][C:14]([O:18][CH2:19][CH2:20][CH2:21][N:22]4[CH2:27][CH2:26][CH2:25][CH2:24][CH2:23]4)=[CH:15][CH:16]=3)[C@@H:11]3[CH2:28][CH2:29][CH2:30][N:10]3[CH2:9]2)[CH:5]=[CH:6][CH:7]=1.[CH3:31][Si:32]([C:35]#[CH:36])([CH3:34])[CH3:33].C1C=CC(P(C2C=CC=CC=2)C2C=CC=CC=2)=CC=1.N(CC)CC. (7) The reactants are [NH2:1][C:2]1[C:7]([C:8]#[N:9])=[C:6]([C:10]2[S:14][CH:13]=[N:12][CH:11]=2)[C:5]([C:15]#[N:16])=[C:4]([S:17][CH2:18][C:19]2[N:20]=[C:21]([C:24]3[CH:29]=[CH:28][C:27]([Cl:30])=[CH:26][CH:25]=3)[S:22][CH:23]=2)[N:3]=1.C[Si](C)(C)[N-][Si](C)(C)C.[Li+].[I:41]CCI. The catalyst is C1COCC1. The product is [NH2:1][C:2]1[C:7]([C:8]#[N:9])=[C:6]([C:10]2[S:14][C:13]([I:41])=[N:12][CH:11]=2)[C:5]([C:15]#[N:16])=[C:4]([S:17][CH2:18][C:19]2[N:20]=[C:21]([C:24]3[CH:29]=[CH:28][C:27]([Cl:30])=[CH:26][CH:25]=3)[S:22][CH:23]=2)[N:3]=1. The yield is 0.150. (8) The reactants are [CH3:1][C:2]([C:5]1[C:10]([C:11]2[CH:16]=[C:15]([O:17][CH3:18])[CH:14]=[CH:13][C:12]=2[F:19])=[CH:9][C:8]([CH2:20][O:21][C:22]2[CH:27]=[CH:26][C:25]([C@@H:28]([C:45]3[CH:49]=[CH:48][O:47][N:46]=3)[CH2:29][C:30](N3[C@@H](CC4C=CC=CC=4)COC3=O)=[O:31])=[CH:24][CH:23]=2)=[CH:7][CH:6]=1)([CH3:4])[CH3:3].C1C[O:53]CC1.O.OO.[OH-].[Li+].[O-]S([O-])=O.[Na+].[Na+]. No catalyst specified. The product is [CH3:3][C:2]([C:5]1[C:10]([C:11]2[CH:16]=[C:15]([O:17][CH3:18])[CH:14]=[CH:13][C:12]=2[F:19])=[CH:9][C:8]([CH2:20][O:21][C:22]2[CH:27]=[CH:26][C:25]([C@@H:28]([C:45]3[CH:49]=[CH:48][O:47][N:46]=3)[CH2:29][C:30]([OH:53])=[O:31])=[CH:24][CH:23]=2)=[CH:7][CH:6]=1)([CH3:1])[CH3:4]. The yield is 0.480. (9) The catalyst is C(O)(=O)C.S(=O)(=O)(O)O.O. The product is [Cl:1][C:2]1[CH:3]=[C:4]2[C:5]([CH2:8][CH:9]([C:10]([O:12][CH3:13])=[O:11])[N:14]([C:15]([O:17][CH2:18][CH3:19])=[O:16])[CH2:20]2)=[CH:6][CH:7]=1. The reactants are [Cl:1][C:2]1[CH:7]=[CH:6][C:5]([CH2:8][CH:9]([NH:14][C:15]([O:17][CH2:18][CH3:19])=[O:16])[C:10]([O:12][CH3:13])=[O:11])=[CH:4][CH:3]=1.[CH2:20]=O. The yield is 0.590. (10) The reactants are [N:1]1([CH2:6][CH2:7][CH2:8][CH2:9][C:10]2[CH:15]=[CH:14][C:13]([OH:16])=[CH:12][CH:11]=2)[CH:5]=[CH:4][N:3]=[N:2]1.[H-].[Na+].Cl[CH2:20][C:21]1[CH:26]=[CH:25][CH:24]=[C:23]([C:27]2[CH:32]=[CH:31][C:30]([Cl:33])=[CH:29][CH:28]=2)[N:22]=1.O. The catalyst is CN(C)C=O. The product is [Cl:33][C:30]1[CH:29]=[CH:28][C:27]([C:23]2[CH:24]=[CH:25][CH:26]=[C:21]([CH2:20][O:16][C:13]3[CH:12]=[CH:11][C:10]([CH2:9][CH2:8][CH2:7][CH2:6][N:1]4[CH:5]=[CH:4][N:3]=[N:2]4)=[CH:15][CH:14]=3)[N:22]=2)=[CH:32][CH:31]=1. The yield is 0.470.